This data is from Forward reaction prediction with 1.9M reactions from USPTO patents (1976-2016). The task is: Predict the product of the given reaction. (1) Given the reactants [C:1]([O:4][C@H:5]1[CH2:10][CH2:9][C@@H:8]([C:11]2[N:15]3[CH:16]=[CH:17][N:18]=[C:19]([CH3:20])[C:14]3=[CH:13][N:12]=2)[CH2:7][CH2:6]1)(=[O:3])[CH3:2].[Br:21]N1C(=O)CCC1=O.O, predict the reaction product. The product is: [C:1]([O:4][C@H:5]1[CH2:10][CH2:9][C@@H:8]([C:11]2[N:15]3[CH:16]=[CH:17][N:18]=[C:19]([CH3:20])[C:14]3=[C:13]([Br:21])[N:12]=2)[CH2:7][CH2:6]1)(=[O:3])[CH3:2]. (2) The product is: [CH3:30][N:18]([CH:15]1[CH2:16][CH2:17][NH:12][CH2:13][CH2:14]1)[C:19]([C:21]1[CH:22]=[C:23]2[C:27](=[CH:28][CH:29]=1)[NH:26][N:25]=[CH:24]2)=[O:20]. Given the reactants C([O-])=O.[NH4+].C([N:12]1[CH2:17][CH2:16][CH:15]([N:18]([CH3:30])[C:19]([C:21]2[CH:22]=[C:23]3[C:27](=[CH:28][CH:29]=2)[NH:26][N:25]=[CH:24]3)=[O:20])[CH2:14][CH2:13]1)C1C=CC=CC=1, predict the reaction product. (3) Given the reactants [C:1]([O:5][C:6]([NH:8][C:9]1[CH:14]=[CH:13][C:12]([CH2:15][C@H:16]([NH:22][C:23](=[O:32])[O:24][CH2:25][C:26]2[CH:31]=[CH:30][CH:29]=[CH:28][CH:27]=2)[C:17](=[O:21])[C:18]([CH3:20])=[CH2:19])=[CH:11][CH:10]=1)=[O:7])([CH3:4])([CH3:3])[CH3:2].CCOC(C)=O, predict the reaction product. The product is: [C:1]([O:5][C:6]([NH:8][C:9]1[CH:14]=[CH:13][C:12]([CH2:15][C@H:16]([NH:22][C:23](=[O:32])[O:24][CH2:25][C:26]2[CH:27]=[CH:28][CH:29]=[CH:30][CH:31]=2)[C@H:17]([OH:21])[C:18]([CH3:20])=[CH2:19])=[CH:11][CH:10]=1)=[O:7])([CH3:2])([CH3:3])[CH3:4]. (4) Given the reactants [CH2:1]([O:8][C:9](=[O:17])[N:10]([CH2:14][CH2:15]Cl)[CH2:11][CH2:12]Cl)[C:2]1[CH:7]=[CH:6][CH:5]=[CH:4][CH:3]=1.[CH3:18][O:19][C:20](=[O:29])[CH2:21][C:22]([O:24][C:25]([CH3:28])([CH3:27])[CH3:26])=[O:23].C(=O)([O-])[O-].[K+].[K+], predict the reaction product. The product is: [CH3:18][O:19][C:20]([C:21]1([C:22]([O:24][C:25]([CH3:28])([CH3:27])[CH3:26])=[O:23])[CH2:15][CH2:14][N:10]([C:9]([O:8][CH2:1][C:2]2[CH:7]=[CH:6][CH:5]=[CH:4][CH:3]=2)=[O:17])[CH2:11][CH2:12]1)=[O:29]. (5) Given the reactants [Na].[CH2:2]([N:6]([CH2:17][CH2:18][CH2:19][CH3:20])[C:7]1[CH:14]=[CH:13][C:10]([CH:11]=O)=[C:9]([O:15][CH3:16])[CH:8]=1)[CH2:3][CH2:4][CH3:5].[CH3:21][O:22][C:23]1[C:24](=[O:32])[CH2:25][C:26]([CH3:31])([CH3:30])[CH2:27][C:28]=1[CH3:29], predict the reaction product. The product is: [CH2:2]([N:6]([CH2:17][CH2:18][CH2:19][CH3:20])[C:7]1[CH:14]=[CH:13][C:10]([CH:11]=[CH:29][C:28]2[CH2:27][C:26]([CH3:30])([CH3:31])[CH2:25][C:24](=[O:32])[C:23]=2[O:22][CH3:21])=[C:9]([O:15][CH3:16])[CH:8]=1)[CH2:3][CH2:4][CH3:5]. (6) The product is: [Cl:8][C:7]1[C:2]([C:17]2[CH:22]=[CH:21][C:20]([C:23]([OH:25])=[O:24])=[CH:19][CH:18]=2)=[N:3][CH:4]=[CH:5][CH:6]=1. Given the reactants Cl[C:2]1[C:7]([Cl:8])=[CH:6][CH:5]=[CH:4][N:3]=1.O.C([O-])([O-])=O.[Na+].[Na+].B(O)(O)[C:17]1[CH:22]=[CH:21][C:20]([C:23]([OH:25])=[O:24])=[CH:19][CH:18]=1, predict the reaction product.